From a dataset of TCR-epitope binding with 47,182 pairs between 192 epitopes and 23,139 TCRs. Binary Classification. Given a T-cell receptor sequence (or CDR3 region) and an epitope sequence, predict whether binding occurs between them. (1) The TCR CDR3 sequence is CASSIIGGGNTGELFF. Result: 0 (the TCR does not bind to the epitope). The epitope is SLVKPSFYV. (2) The epitope is VLWAHGFEL. The TCR CDR3 sequence is CASSLGSDTQYF. Result: 1 (the TCR binds to the epitope). (3) The epitope is KLNVGDYFV. The TCR CDR3 sequence is CSVEDAGGNQPQHF. Result: 0 (the TCR does not bind to the epitope). (4) The TCR CDR3 sequence is CASSLGVSGELFF. The epitope is EEHVQIHTI. Result: 1 (the TCR binds to the epitope). (5) The epitope is KLSYGIATV. The TCR CDR3 sequence is CASSLWWENTQYF. Result: 1 (the TCR binds to the epitope). (6) The epitope is RQLLFVVEV. The TCR CDR3 sequence is CASSPLNRGGTEAFF. Result: 1 (the TCR binds to the epitope). (7) The epitope is CTELKLSDY. The TCR CDR3 sequence is CASSLTPGQGTTGELFF. Result: 0 (the TCR does not bind to the epitope). (8) The epitope is SQASSRSSSR. The TCR CDR3 sequence is CASSIGTTSTDTQYF. Result: 0 (the TCR does not bind to the epitope). (9) The epitope is TPINLVRDL. The TCR CDR3 sequence is CASRGGTGNQPQHF. Result: 1 (the TCR binds to the epitope).